From a dataset of Catalyst prediction with 721,799 reactions and 888 catalyst types from USPTO. Predict which catalyst facilitates the given reaction. (1) Reactant: [Br:1][C:2]1[CH:14]=[CH:13][C:5]([C:6](NC(C)(C)C)=[O:7])=[C:4]([CH2:15][CH2:16][OH:17])[C:3]=1[F:18].CC1C=CC(S(O)(=O)=O)=CC=1.C1COCC1. Product: [Br:1][C:2]1[C:3]([F:18])=[C:4]2[C:5](=[CH:13][CH:14]=1)[C:6](=[O:7])[O:17][CH2:16][CH2:15]2. The catalyst class is: 11. (2) Reactant: Br[CH2:2][C:3]1[CH:8]=[CH:7][CH:6]=[CH:5][C:4]=1[N+:9]([O-:11])=[O:10].[NH2:12][CH:13]1[CH2:18][CH2:17][N:16]([C:19]([O:21][C:22]([CH3:25])([CH3:24])[CH3:23])=[O:20])[CH2:15][CH2:14]1.O. Product: [N+:9]([C:4]1[CH:5]=[CH:6][CH:7]=[CH:8][C:3]=1[CH2:2][NH:12][CH:13]1[CH2:14][CH2:15][N:16]([C:19]([O:21][C:22]([CH3:25])([CH3:24])[CH3:23])=[O:20])[CH2:17][CH2:18]1)([O-:11])=[O:10]. The catalyst class is: 2. (3) Reactant: [CH2:1]([O:4][C:5]1[CH:16]=[CH:15][C:8]([C:9]([O:11]CC#C)=[O:10])=[CH:7][C:6]=1[F:17])[C:2]#[CH:3].[OH-].[Na+].Cl. Product: [CH2:1]([O:4][C:5]1[CH:16]=[CH:15][C:8]([C:9]([OH:11])=[O:10])=[CH:7][C:6]=1[F:17])[C:2]#[CH:3]. The catalyst class is: 8. (4) Reactant: [C:1]([C:5]1[CH:18]=[CH:17][C:8]([CH2:9][NH:10][C:11](=[O:16])[CH2:12][C:13](=O)[CH3:14])=[CH:7][CH:6]=1)([CH3:4])([CH3:3])[CH3:2].[NH2:19][C:20]1[N:27]=[CH:26][CH:25]=[C:24]([CH3:28])[C:21]=1[CH:22]=O.N1CCCCC1.CCOC(C)=O. Product: [C:1]([C:5]1[CH:18]=[CH:17][C:8]([CH2:9][NH:10][C:11]([C:12]2[C:13]([CH3:14])=[N:19][C:20]3[C:21]([CH:22]=2)=[C:24]([CH3:28])[CH:25]=[CH:26][N:27]=3)=[O:16])=[CH:7][CH:6]=1)([CH3:4])([CH3:2])[CH3:3]. The catalyst class is: 14. (5) Reactant: [CH3:1][O:2][C:3]1[C:8]([O:9][CH3:10])=[C:7]([O:11][CH3:12])[CH:6]=[CH:5][C:4]=1[CH2:13][CH2:14][C:15]([OH:17])=O.[CH3:18][C:19]1(C)[O:26]C(=O)C[C:21](=O)[O:20]1.C1CCC(N=C=NC2CCCCC2)CC1. Product: [CH3:1][O:2][C:3]1[C:8]([O:9][CH3:10])=[C:7]([O:11][CH3:12])[CH:6]=[CH:5][C:4]=1[CH2:13][CH2:14][C:15](=[O:17])[CH2:18][C:19]([O:20][CH3:21])=[O:26]. The catalyst class is: 64.